This data is from Reaction yield outcomes from USPTO patents with 853,638 reactions. The task is: Predict the reaction yield, written as a fraction of the theoretical maximum amount of product (1.0 means a 100% yield; for example, 0.34 means a 34% yield). (1) The reactants are [NH2:1][C:2]1[CH:3]=[C:4]2[C:8](=[CH:9][CH:10]=1)[NH:7][CH:6]=[C:5]2[CH:11]1[CH2:16][CH2:15][N:14]([C:17]([O:19]C(C)(C)C)=O)[CH2:13][CH2:12]1.C(=O)([O-])ON1C(=O)CC(C[CH:33]2[C:45]3C=CC=C[C:40]=3[C:39]3[C:34]2=CC=CC=3)C1=O.C(N(C(C)C)C(C)C)C.Cl.C1(C(O)=O)CCCC1.F[B-](F)(F)F.N1(OC(N(C)C)=[N+](C)C)C2C=CC=CC=2N=N1.N1CCCCC1. The catalyst is ClCCl.CO.O1CCOCC1.C(OCC)(=O)C.CN(C)C=O. The product is [NH2:1][C:2]1[CH:3]=[C:4]2[C:8](=[CH:9][CH:10]=1)[NH:7][CH:6]=[C:5]2[CH:11]1[CH2:12][CH2:13][N:14]([C:17]([CH:33]2[CH2:45][CH2:40][CH2:39][CH2:34]2)=[O:19])[CH2:15][CH2:16]1. The yield is 0.600. (2) The reactants are O=O.[C:3]([O:7][C:8]([N:10]1[CH2:15][CH2:14][C:13]([C:16]2[CH:21]=[CH:20][CH:19]=[C:18]([O:22][CH3:23])[CH:17]=2)=[C:12]([C:24]([OH:26])=[O:25])[CH2:11]1)=[O:9])([CH3:6])([CH3:5])[CH3:4].C(N(CC)CC)C.[H][H]. The product is [C:3]([O:7][C:8]([N:10]1[CH2:15][CH2:14][CH:13]([C:16]2[CH:21]=[CH:20][CH:19]=[C:18]([O:22][CH3:23])[CH:17]=2)[CH:12]([C:24]([OH:26])=[O:25])[CH2:11]1)=[O:9])([CH3:6])([CH3:4])[CH3:5]. The yield is 0.800. The catalyst is COC(C)(C)C.CO. (3) The reactants are [NH2:1][C:2]1[CH:34]=[CH:33][C:5]([C:6]([NH:8][C@H:9]2[CH2:14][CH2:13][CH2:12][C@@H:11]([NH:15][C:16]3[N:21]=[C:20]([C:22]4[C:30]5[C:25](=[CH:26][CH:27]=[CH:28][CH:29]=5)[NH:24][CH:23]=4)[C:19]([C:31]#[N:32])=[CH:18][N:17]=3)[CH2:10]2)=[O:7])=[CH:4][CH:3]=1.C[CH2:36][N:37]([CH:41]([CH3:43])C)[CH:38](C)C.BrC/C=[CH:47]/[C:48](Cl)=[O:49].C(Cl)Cl.CNC.C1COCC1. The catalyst is CN1C(=O)CCC1.C1COCC1. The product is [C:31]([C:19]1[C:20]([C:22]2[C:30]3[C:25](=[CH:26][CH:27]=[CH:28][CH:29]=3)[NH:24][CH:23]=2)=[N:21][C:16]([NH:15][C@@H:11]2[CH2:12][CH2:13][CH2:14][C@H:9]([NH:8][C:6](=[O:7])[C:5]3[CH:33]=[CH:34][C:2]([NH:1][C:48](=[O:49])/[CH:47]=[CH:43]/[CH2:41][N:37]([CH3:36])[CH3:38])=[CH:3][CH:4]=3)[CH2:10]2)=[N:17][CH:18]=1)#[N:32]. The yield is 0.750. (4) The product is [OH:1][CH:2]1[CH2:3][CH:4]([NH:6][C:7](=[O:13])[O:8][C:9]([CH3:11])([CH3:10])[CH3:12])[CH2:5]1. The yield is 0.940. The reactants are [O:1]=[C:2]1[CH2:5][CH:4]([NH:6][C:7](=[O:13])[O:8][C:9]([CH3:12])([CH3:11])[CH3:10])[CH2:3]1.[BH4-].[Na+]. The catalyst is CCO. (5) The reactants are [NH2:1][C:2]1[C:20]([NH:21][C:22]2[CH:27]=[CH:26][C:25]([I:28])=[CH:24][C:23]=2[F:29])=[CH:19][C:18]([F:30])=[CH:17][C:3]=1[O:4][C:5]1[CH:6]=[CH:7][C:8]([F:16])=[C:9]([NH:11][S:12](=[O:15])(=[O:14])[NH2:13])[CH:10]=1.[CH:31]1([S:34](Cl)(=[O:36])=[O:35])[CH2:33][CH2:32]1. The catalyst is N1C=CC=CC=1.C1(C)C=CC=CC=1. The product is [F:30][C:18]1[CH:17]=[C:3]([O:4][C:5]2[CH:6]=[CH:7][C:8]([F:16])=[C:9]([NH:11][S:12](=[O:14])(=[O:15])[NH2:13])[CH:10]=2)[C:2]([NH:1][S:34]([CH:31]2[CH2:33][CH2:32]2)(=[O:36])=[O:35])=[C:20]([NH:21][C:22]2[CH:27]=[CH:26][C:25]([I:28])=[CH:24][C:23]=2[F:29])[CH:19]=1. The yield is 0.0600. (6) The reactants are Br[C:2]1[CH:33]=[CH:32][C:5]([CH2:6][N:7]([CH:21]2[CH2:26][CH2:25][N:24]([CH2:27][CH2:28][CH:29]([CH3:31])[CH3:30])[CH2:23][CH2:22]2)[C:8]([C:10]2[CH:15]=[CH:14][C:13]([CH2:16][CH2:17][CH2:18][CH2:19][CH3:20])=[CH:12][N:11]=2)=[O:9])=[CH:4][CH:3]=1.FC(F)(F)C(O)=O.[CH3:41][O:42][C:43](=[O:71])C1C=CC(CN(C(C2C=CC(CCCCC)=CN=2)=O)C2CCNCC2)=CC=1.C(=O)CC(C)C. No catalyst specified. The product is [CH3:41][O:42][C:43](=[O:71])[C:2]1[CH:33]=[CH:32][C:5]([CH2:6][N:7]([CH:21]2[CH2:22][CH2:23][N:24]([CH2:27][CH2:28][CH:29]([CH3:31])[CH3:30])[CH2:25][CH2:26]2)[C:8]([C:10]2[CH:15]=[CH:14][C:13]([CH2:16][CH2:17][CH2:18][CH2:19][CH3:20])=[CH:12][N:11]=2)=[O:9])=[CH:4][CH:3]=1. The yield is 1.00.